This data is from Full USPTO retrosynthesis dataset with 1.9M reactions from patents (1976-2016). The task is: Predict the reactants needed to synthesize the given product. (1) Given the product [NH2:18][C:17]1[CH:19]=[CH:20][C:14]([C:6]2[CH:7]=[CH:8][CH:9]=[C:4]([N+:1]([O-:3])=[O:2])[CH:5]=2)=[CH:15][C:16]=1[CH2:21][CH3:22], predict the reactants needed to synthesize it. The reactants are: [N+:1]([C:4]1[CH:9]=[CH:8][CH:7]=[CH:6][C:5]=1B(O)O)([O-:3])=[O:2].Br[C:14]1[CH:20]=[CH:19][C:17]([NH2:18])=[C:16]([CH2:21][CH3:22])[CH:15]=1. (2) Given the product [CH3:20][O:19][N:18]([CH3:17])[C:13]([CH:8]1[CH2:9][O:10][CH2:11][CH2:12][O:7]1)=[O:15], predict the reactants needed to synthesize it. The reactants are: C(Cl)(=O)C(Cl)=O.[O:7]1[CH2:12][CH2:11][O:10][CH2:9][CH:8]1[C:13]([OH:15])=O.Cl.[CH3:17][NH:18][O:19][CH3:20]. (3) Given the product [CH:19]1([C:17]([NH:16][C:14]2[N:15]=[C:10]3[CH:9]=[CH:8][C:7]([O:6][C:5]4[CH:22]=[CH:23][C:2]([NH:1][C:38]([C:35]5[N+:36]([O-:37])=[C:31]([C:28]6[CH:29]=[CH:30][C:25]([F:24])=[CH:26][CH:27]=6)[C:32]([CH3:41])=[CH:33][CH:34]=5)=[O:39])=[CH:3][CH:4]=4)=[CH:12][N:11]3[CH:13]=2)=[O:18])[CH2:20][CH2:21]1, predict the reactants needed to synthesize it. The reactants are: [NH2:1][C:2]1[CH:23]=[CH:22][C:5]([O:6][C:7]2[CH:8]=[CH:9][C:10]3[N:11]([CH:13]=[C:14]([NH:16][C:17]([CH:19]4[CH2:21][CH2:20]4)=[O:18])[N:15]=3)[CH:12]=2)=[CH:4][CH:3]=1.[F:24][C:25]1[CH:30]=[CH:29][C:28]([C:31]2[C:32]([CH3:41])=[CH:33][CH:34]=[C:35]([C:38](O)=[O:39])[N+:36]=2[O-:37])=[CH:27][CH:26]=1.C(N(CC)C(C)C)(C)C.CN(C(ON1N=NC2C=CC=NC1=2)=[N+](C)C)C.F[P-](F)(F)(F)(F)F. (4) Given the product [CH3:13][C:14]1([CH3:30])[C:18]([CH3:20])([CH3:19])[O:17][B:16]([C:2]2[CH:3]=[C:4]([C:9]([F:12])([F:11])[F:10])[C:5]([NH2:8])=[N:6][CH:7]=2)[O:15]1, predict the reactants needed to synthesize it. The reactants are: Br[C:2]1[CH:3]=[C:4]([C:9]([F:12])([F:11])[F:10])[C:5]([NH2:8])=[N:6][CH:7]=1.[CH3:13][C:14]1([CH3:30])[C:18]([CH3:20])([CH3:19])[O:17][B:16]([B:16]2[O:17][C:18]([CH3:20])([CH3:19])[C:14]([CH3:30])([CH3:13])[O:15]2)[O:15]1.CC([O-])=O.[K+].C(Cl)Cl.